This data is from Catalyst prediction with 721,799 reactions and 888 catalyst types from USPTO. The task is: Predict which catalyst facilitates the given reaction. (1) Reactant: [C:1]([O:5][C:6](=[O:21])[N:7]([C@H:9]([C:16]1[O:17][CH:18]=[CH:19][CH:20]=1)[C@H:10]([CH3:15])[CH:11]=[CH:12][O:13][CH3:14])[CH3:8])([CH3:4])([CH3:3])[CH3:2].[H][H]. Product: [C:1]([O:5][C:6](=[O:21])[N:7]([C@H:9]([C:16]1[O:17][CH:18]=[CH:19][CH:20]=1)[C@H:10]([CH3:15])[CH2:11][CH2:12][O:13][CH3:14])[CH3:8])([CH3:2])([CH3:3])[CH3:4]. The catalyst class is: 78. (2) Reactant: [Br:1][C:2]1[CH:7]=[C:6]([C:8]([CH3:11])([CH3:10])[CH3:9])[CH:5]=[CH:4][C:3]=1[OH:12].C(N(CC)CC)C.[CH3:20][O:21][CH2:22][CH2:23][O:24][CH2:25]Cl.O. Product: [Br:1][C:2]1[CH:7]=[C:6]([C:8]([CH3:9])([CH3:11])[CH3:10])[CH:5]=[CH:4][C:3]=1[O:12][CH2:20][O:21][CH2:22][CH2:23][O:24][CH3:25]. The catalyst class is: 4. (3) The catalyst class is: 44. Product: [CH3:12][C:11]1[NH:10][N:9]=[CH:8][C:7]=1[C:5]1[S:4][C:3]2[C:13](=[O:14])[NH:15][C:25]3([CH2:24][CH2:23][N:22]([C:17]4[CH:18]=[CH:19][CH:20]=[CH:21][N:16]=4)[CH2:27][CH2:26]3)[NH:1][C:2]=2[CH:6]=1. Reactant: [NH2:1][C:2]1[CH:6]=[C:5]([C:7]2[CH:8]=[N:9][NH:10][C:11]=2[CH3:12])[S:4][C:3]=1[C:13]([NH2:15])=[O:14].[N:16]1[CH:21]=[CH:20][CH:19]=[CH:18][C:17]=1[N:22]1[CH2:27][CH2:26][C:25](=O)[CH2:24][CH2:23]1.CC1(C)C2(CS(O)(=O)=O)C(CC1CC2)=O.[O-]S([O-])(=O)=O.[Mg+2].C([O-])(O)=O.[Na+]. (4) Reactant: [C:1]([C:3]1[CH:4]=[C:5]([N:9]2[C:13]([C:14]([N:16]3[C:24]4[C:19](=[CH:20][C:21]([C:25]5[CH:30]=[CH:29][CH:28]=[CH:27][C:26]=5[S:31]([NH2:34])(=[O:33])=[O:32])=[CH:22][CH:23]=4)[CH2:18][CH2:17]3)=[O:15])=[CH:12][C:11]([C:35]([F:38])([F:37])[F:36])=[N:10]2)[CH:6]=[CH:7][CH:8]=1)#[N:2].[F:39][C:40]([F:45])([F:44])[C:41]([OH:43])=[O:42]. Product: [F:39][C:40]([F:45])([F:44])[C:41]([OH:43])=[O:42].[NH2:2][CH2:1][C:3]1[CH:4]=[C:5]([N:9]2[C:13]([C:14]([N:16]3[C:24]4[C:19](=[CH:20][C:21]([C:25]5[CH:30]=[CH:29][CH:28]=[CH:27][C:26]=5[S:31]([NH2:34])(=[O:32])=[O:33])=[CH:22][CH:23]=4)[CH2:18][CH2:17]3)=[O:15])=[CH:12][C:11]([C:35]([F:36])([F:37])[F:38])=[N:10]2)[CH:6]=[CH:7][CH:8]=1. The catalyst class is: 19. (5) Reactant: [C:1]([O:5][C:6]([N:8]1[C@H:12]([CH2:13][C:14]2[CH:19]=[CH:18][C:17]([C:20]3[CH:25]=[CH:24][CH:23]=[CH:22][CH:21]=3)=[CH:16][CH:15]=2)[CH2:11]/[C:10](=[CH:26]\N(C(C)C)C(C)C)/[C:9]1=[O:34])=[O:7])([CH3:4])([CH3:3])[CH3:2].S(=O)(=O)(O)O.O. Product: [C:1]([O:5][C:6]([N:8]1[C@H:12]([CH2:13][C:14]2[CH:15]=[CH:16][C:17]([C:20]3[CH:21]=[CH:22][CH:23]=[CH:24][CH:25]=3)=[CH:18][CH:19]=2)[CH2:11][C:10](=[CH2:26])[C:9]1=[O:34])=[O:7])([CH3:4])([CH3:3])[CH3:2]. The catalyst class is: 1.